Dataset: Forward reaction prediction with 1.9M reactions from USPTO patents (1976-2016). Task: Predict the product of the given reaction. (1) Given the reactants [F:1][C:2]1[CH:3]=[C:4]2[C:23](=[O:24])[NH:22][CH2:21][CH2:20][C:6]3=[C:7]([C:11]4[CH:16]=[CH:15][C:14]([CH2:17][NH:18][CH3:19])=[CH:13][CH:12]=4)[NH:8][C:9]([CH:10]=1)=[C:5]23.[O:25]=[C:26]([OH:37])[C@@H:27]([C@H:29]([C@@H:31]([C@@H:33]([CH2:35][OH:36])[OH:34])[OH:32])[OH:30])[OH:28], predict the reaction product. The product is: [O:25]=[C:26]([OH:37])[C@@H:27]([C@H:29]([C@@H:31]([C@@H:33]([CH2:35][OH:36])[OH:34])[OH:32])[OH:30])[OH:28].[F:1][C:2]1[CH:3]=[C:4]2[C:23](=[O:24])[NH:22][CH2:21][CH2:20][C:6]3=[C:7]([C:11]4[CH:12]=[CH:13][C:14]([CH2:17][NH:18][CH3:19])=[CH:15][CH:16]=4)[NH:8][C:9]([CH:10]=1)=[C:5]23. (2) Given the reactants Cl.Cl.[OH:3][CH:4]([C:18]1[C:27]2[C:22](=[CH:23][CH:24]=[C:25]([O:28][CH3:29])[CH:26]=2)[N:21]=[CH:20][C:19]=1[F:30])[CH2:5][CH2:6][CH:7]1[CH2:12][CH2:11][NH:10][CH2:9][CH:8]1[CH2:13][C:14]([O:16][CH3:17])=[O:15].Br[CH2:32][CH2:33][S:34][C:35]1[CH:40]=[C:39]([F:41])[CH:38]=[CH:37][C:36]=1[F:42].[I-].[K+].C(=O)([O-])[O-].[K+].[K+], predict the reaction product. The product is: [OH:3][CH:4]([C:18]1[C:27]2[C:22](=[CH:23][CH:24]=[C:25]([O:28][CH3:29])[CH:26]=2)[N:21]=[CH:20][C:19]=1[F:30])[CH2:5][CH2:6][CH:7]1[CH2:12][CH2:11][N:10]([CH2:32][CH2:33][S:34][C:35]2[CH:40]=[C:39]([F:41])[CH:38]=[CH:37][C:36]=2[F:42])[CH2:9][CH:8]1[CH2:13][C:14]([O:16][CH3:17])=[O:15]. (3) Given the reactants [Cl:1][C:2]1[CH:7]=[CH:6][N:5]=[C:4]2[NH:8][C:9]([C:11]3[CH:16]=[CH:15][C:14]([C:17]([N:19]4[CH2:24][CH2:23][N:22]([CH3:25])[CH2:21][CH2:20]4)=[O:18])=[CH:13][CH:12]=3)=[N:10][C:3]=12.[N:26]1[CH:31]=[CH:30][CH:29]=[C:28](B(O)O)[CH:27]=1, predict the reaction product. The product is: [ClH:1].[CH3:25][N:22]1[CH2:23][CH2:24][N:19]([C:17]([C:14]2[CH:15]=[CH:16][C:11]([C:9]3[NH:8][C:4]4=[N:5][CH:6]=[CH:7][C:2]([C:28]5[CH:27]=[N:26][CH:31]=[CH:30][CH:29]=5)=[C:3]4[N:10]=3)=[CH:12][CH:13]=2)=[O:18])[CH2:20][CH2:21]1.